The task is: Regression/Classification. Given a drug SMILES string, predict its absorption, distribution, metabolism, or excretion properties. Task type varies by dataset: regression for continuous measurements (e.g., permeability, clearance, half-life) or binary classification for categorical outcomes (e.g., BBB penetration, CYP inhibition). Dataset: cyp2c9_veith.. This data is from CYP2C9 inhibition data for predicting drug metabolism from PubChem BioAssay. The molecule is Cn1nnnc1SCc1ccccc1[N+](=O)[O-]. The result is 0 (non-inhibitor).